Dataset: Catalyst prediction with 721,799 reactions and 888 catalyst types from USPTO. Task: Predict which catalyst facilitates the given reaction. (1) Reactant: [CH3:1][O:2][C:3](=[O:20])[CH2:4][C:5]1[C:6]([CH3:19])=[N:7][N:8]([CH2:11][C:12]2[CH:17]=[CH:16][C:15]([NH2:18])=[CH:14][CH:13]=2)[C:9]=1[CH3:10].C(N(C(C)C)CC)(C)C.[F:30][C:31]1[CH:32]=[CH:33][C:34]2[O:38][C:37]([C:39](O)=[O:40])=[C:36]([CH3:42])[C:35]=2[CH:43]=1.CCCP(O)(O)=O.C(OCC)(=O)C. Product: [CH3:1][O:2][C:3](=[O:20])[CH2:4][C:5]1[C:6]([CH3:19])=[N:7][N:8]([CH2:11][C:12]2[CH:13]=[CH:14][C:15]([NH:18][C:39]([C:37]3[O:38][C:34]4[CH:33]=[CH:32][C:31]([F:30])=[CH:43][C:35]=4[C:36]=3[CH3:42])=[O:40])=[CH:16][CH:17]=2)[C:9]=1[CH3:10]. The catalyst class is: 4. (2) Reactant: F[C:2]1[CH:7]=[C:6]([I:8])[CH:5]=[CH:4][N:3]=1.[C:9](=O)([O-])[O-:10].[Cs+].[Cs+].C1COCC1.CO. Product: [I:8][C:6]1[CH:5]=[CH:4][N:3]=[C:2]([O:10][CH3:9])[CH:7]=1. The catalyst class is: 6. (3) Product: [Cl:1][C:2]1[N:7]=[C:6]([NH:25][C:21]2[CH:20]=[C:19]3[C:24](=[CH:23][CH:22]=2)[NH:16][N:17]=[CH:18]3)[C:5]([F:9])=[CH:4][N:3]=1. Reactant: [Cl:1][C:2]1[N:7]=[C:6](Cl)[C:5]([F:9])=[CH:4][N:3]=1.C([O-])([O-])=O.[Na+].[Na+].[NH:16]1[C:24]2[C:19](=[CH:20][C:21]([NH2:25])=[CH:22][CH:23]=2)[CH:18]=[N:17]1. The catalyst class is: 14. (4) Reactant: [Si](OS(C(F)(F)F)(=O)=O)(C)(C)C.[OH:13][C:14]1[CH:19]=[CH:18][C:17]([N+:20]([O-:22])=[O:21])=[CH:16][N:15]=1.C(O[CH:27]1[O:35][C@H:34]([CH2:36][O:37][C:38]([O:40][CH3:41])=[O:39])[CH2:33][C@H:28]1[O:29][C:30](=[O:32])[CH3:31])(=O)C.C([O-])(O)=O.[Na+]. Product: [C:30]([O:29][C@@H:28]1[CH2:33][C@@H:34]([CH2:36][O:37][C:38]([O:40][CH3:41])=[O:39])[O:35][C@H:27]1[N:15]1[CH:16]=[C:17]([N+:20]([O-:22])=[O:21])[CH:18]=[CH:19][C:14]1=[O:13])(=[O:32])[CH3:31]. The catalyst class is: 279. (5) Reactant: [CH2:1]([O:8][C:9](=[O:23])[CH2:10][CH:11]([S:19](Cl)(=[O:21])=[O:20])[CH2:12][C:13]1[CH:18]=[CH:17][CH:16]=[CH:15][CH:14]=1)[C:2]1[CH:7]=[CH:6][CH:5]=[CH:4][CH:3]=1.[CH3:24][CH:25]1[CH2:30][CH2:29][NH:28][CH2:27][CH2:26]1. Product: [CH2:1]([O:8][C:9](=[O:23])[CH2:10][CH:11]([S:19]([N:28]1[CH2:29][CH2:30][CH:25]([CH3:24])[CH2:26][CH2:27]1)(=[O:21])=[O:20])[CH2:12][C:13]1[CH:18]=[CH:17][CH:16]=[CH:15][CH:14]=1)[C:2]1[CH:7]=[CH:6][CH:5]=[CH:4][CH:3]=1. The catalyst class is: 2. (6) Reactant: [CH3:1][O:2][C:3]1[C:7]([C:8]([OH:10])=O)=[CH:6][N:5]([C:11]2[N:16]=[CH:15][CH:14]=[CH:13][N:12]=2)[N:4]=1.CCN(C(C)C)C(C)C.[C:26]12([CH2:36][NH2:37])[CH2:35][CH:30]3[CH2:31][CH:32]([CH2:34][CH:28]([CH2:29]3)[CH2:27]1)[CH2:33]2.F[P-](F)(F)(F)(F)F.N1(O[P+](N(C)C)(N(C)C)N(C)C)C2C=CC=CC=2N=N1. The catalyst class is: 18. Product: [C:26]12([CH2:36][NH:37][C:8]([C:7]3[C:3]([O:2][CH3:1])=[N:4][N:5]([C:11]4[N:16]=[CH:15][CH:14]=[CH:13][N:12]=4)[CH:6]=3)=[O:10])[CH2:33][CH:32]3[CH2:31][CH:30]([CH2:29][CH:28]([CH2:34]3)[CH2:27]1)[CH2:35]2. (7) Reactant: [F:1][C:2]([F:11])([F:10])[C:3]1[CH:4]=[C:5]([OH:9])[CH:6]=[CH:7][CH:8]=1.[H-].[Na+].CS(O[CH2:19][C:20]1[CH2:22][C:21]=1[CH2:23][CH3:24])(=O)=O.C(OCC)(=O)C. Product: [F:1][C:2]([F:10])([F:11])[C:3]1[CH:4]=[C:5]([CH:6]=[CH:7][CH:8]=1)[O:9][CH2:19][C:20]1[CH2:22][C:21]=1[CH2:23][CH3:24]. The catalyst class is: 18. (8) Reactant: [NH:1]1[C:5]([CH:6]=O)=[CH:4][CH:3]=[N:2]1.[NH2:8][CH:9]([CH3:12])[CH2:10][OH:11].[BH4-].[Na+].[CH3:15][C:16]([O:19][C:20](O[C:20]([O:19][C:16]([CH3:18])([CH3:17])[CH3:15])=[O:21])=[O:21])([CH3:18])[CH3:17]. Product: [OH:11][CH2:10][CH:9]([N:8]([CH2:6][C:5]1[NH:1][N:2]=[CH:3][CH:4]=1)[C:20](=[O:21])[O:19][C:16]([CH3:18])([CH3:17])[CH3:15])[CH3:12]. The catalyst class is: 24. (9) Product: [Cl:1][C:2]1[CH:3]=[C:4]([C:8]2[N:9]=[C:10]([NH:26][C:27]3[CH:28]=[CH:29][C:30]([CH2:33][C:34]([OH:36])=[O:35])=[CH:31][CH:32]=3)[C:11]3[S:17][CH2:16][CH2:15][CH2:14][C:12]=3[N:13]=2)[CH:5]=[CH:6][CH:7]=1. The catalyst class is: 6. Reactant: [Cl:1][C:2]1[CH:3]=[C:4]([C:8]2[N:9]=[C:10](OS(C(F)(F)F)(=O)=O)[C:11]3[S:17][CH2:16][CH2:15][CH2:14][C:12]=3[N:13]=2)[CH:5]=[CH:6][CH:7]=1.[NH2:26][C:27]1[CH:32]=[CH:31][C:30]([CH2:33][C:34]([OH:36])=[O:35])=[CH:29][CH:28]=1.CS(C)=O.